Dataset: Catalyst prediction with 721,799 reactions and 888 catalyst types from USPTO. Task: Predict which catalyst facilitates the given reaction. (1) Reactant: [F:1][C:2]1([F:21])[C:10]2[C:5](=[CH:6][CH:7]=[C:8]([N+:11]([O-])=O)[CH:9]=2)[N:4]([C:14]([O:16][C:17]([CH3:20])([CH3:19])[CH3:18])=[O:15])[CH2:3]1.C1COCC1. Product: [NH2:11][C:8]1[CH:9]=[C:10]2[C:5](=[CH:6][CH:7]=1)[N:4]([C:14]([O:16][C:17]([CH3:18])([CH3:19])[CH3:20])=[O:15])[CH2:3][C:2]2([F:21])[F:1]. The catalyst class is: 50. (2) Reactant: C[O:2][C:3](=[O:20])[CH2:4][C:5]1[CH:10]=[CH:9][C:8]([N:11]2[C:15]3[CH:16]=[CH:17][CH:18]=[CH:19][C:14]=3[N:13]=[CH:12]2)=[CH:7][CH:6]=1.[Li+].[OH-].Cl. Product: [N:11]1([C:8]2[CH:9]=[CH:10][C:5]([CH2:4][C:3]([OH:20])=[O:2])=[CH:6][CH:7]=2)[C:15]2[CH:16]=[CH:17][CH:18]=[CH:19][C:14]=2[N:13]=[CH:12]1. The catalyst class is: 1.